Regression. Given a peptide amino acid sequence and an MHC pseudo amino acid sequence, predict their binding affinity value. This is MHC class II binding data. From a dataset of Peptide-MHC class II binding affinity with 134,281 pairs from IEDB. (1) The peptide sequence is ITYVATATLPNYCRA. The MHC is DRB1_1201 with pseudo-sequence DRB1_1201. The binding affinity (normalized) is 0.362. (2) The peptide sequence is AFKTAATAANAAPAN. The MHC is DRB1_0802 with pseudo-sequence DRB1_0802. The binding affinity (normalized) is 0.430. (3) The peptide sequence is TMTQMNQAFRNIVNM. The MHC is HLA-DQA10501-DQB10201 with pseudo-sequence HLA-DQA10501-DQB10201. The binding affinity (normalized) is 0.146. (4) The peptide sequence is PNYNLIIMDEAHFTD. The MHC is DRB1_0802 with pseudo-sequence DRB1_0802. The binding affinity (normalized) is 0.447. (5) The peptide sequence is LAAAAAWDALAAELY. The MHC is DRB1_0404 with pseudo-sequence DRB1_0404. The binding affinity (normalized) is 0.300. (6) The peptide sequence is LTAAINKGILVTVNP. The MHC is DRB5_0101 with pseudo-sequence DRB5_0101. The binding affinity (normalized) is 0.